Dataset: Catalyst prediction with 721,799 reactions and 888 catalyst types from USPTO. Task: Predict which catalyst facilitates the given reaction. Reactant: [NH:1]1[C:9]2[C:4](=[CH:5][CH:6]=[CH:7][CH:8]=2)[C:3]([CH2:10][CH2:11][C:12]([OH:14])=O)=[CH:2]1.[CH:15]([NH:18][NH:19][C:20](=[O:27])[C:21]1[CH:26]=[CH:25][CH:24]=[CH:23][CH:22]=1)([CH3:17])[CH3:16].CN(C(ON1N=NC2C=CC=NC1=2)=[N+](C)C)C.F[P-](F)(F)(F)(F)F.C(N(CC)C(C)C)(C)C. Product: [NH:1]1[C:9]2[C:4](=[CH:5][CH:6]=[CH:7][CH:8]=2)[C:3]([CH2:10][CH2:11][C:12]([N:18]([CH:15]([CH3:17])[CH3:16])[NH:19][C:20](=[O:27])[C:21]2[CH:26]=[CH:25][CH:24]=[CH:23][CH:22]=2)=[O:14])=[CH:2]1. The catalyst class is: 31.